Dataset: Full USPTO retrosynthesis dataset with 1.9M reactions from patents (1976-2016). Task: Predict the reactants needed to synthesize the given product. (1) Given the product [CH3:16][O:17][C:18]([C:20]1[C:29]([CH3:30])=[C:28]([O:6][S:7]([C:10]([F:11])([F:12])[F:13])(=[O:8])=[O:9])[C:27]2[C:22](=[CH:23][CH:24]=[C:25]([F:32])[CH:26]=2)[CH:21]=1)=[O:19], predict the reactants needed to synthesize it. The reactants are: FC(F)(F)S([O:6][S:7]([C:10]([F:13])([F:12])[F:11])(=[O:9])=[O:8])(=O)=O.[CH3:16][O:17][C:18]([C:20]1[C:29]([CH3:30])=[C:28](O)[C:27]2[C:22](=[CH:23][CH:24]=[C:25]([F:32])[CH:26]=2)[CH:21]=1)=[O:19].N1C=CC=CC=1.O. (2) Given the product [Br:1][C:2]1[CH:3]=[C:4]([CH:7]=[CH:8][C:9]=1[O:10][CH2:14][CH2:15][O:16][CH3:17])[CH:5]=[O:6], predict the reactants needed to synthesize it. The reactants are: [Br:1][C:2]1[CH:3]=[C:4]([CH:7]=[CH:8][C:9]=1[OH:10])[CH:5]=[O:6].[H-].[Na+].Br[CH2:14][CH2:15][O:16][CH3:17]. (3) Given the product [Cl:1][C:2]1[C:7]([C:8]([O:10][CH3:11])=[O:9])=[C:6]([O:22][CH2:21][C:15]2[CH:16]=[CH:17][C:18]([F:20])=[CH:19][C:14]=2[F:13])[N:5]=[CH:4][N:3]=1, predict the reactants needed to synthesize it. The reactants are: [Cl:1][C:2]1[C:7]([C:8]([O:10][CH3:11])=[O:9])=[C:6](Cl)[N:5]=[CH:4][N:3]=1.[F:13][C:14]1[CH:19]=[C:18]([F:20])[CH:17]=[CH:16][C:15]=1[CH2:21][OH:22].[H-].[Na+].O. (4) Given the product [NH2:24][C:4]1[CH:3]=[C:2]([F:1])[C:7]([CH3:8])=[CH:6][C:5]=1[NH:9][CH:10]1[CH2:11][CH2:12][N:13]([C@H:16]2[CH2:21][CH2:20][C@H:19]([O:22][CH3:23])[CH2:18][CH2:17]2)[CH2:14][CH2:15]1, predict the reactants needed to synthesize it. The reactants are: [F:1][C:2]1[C:7]([CH3:8])=[CH:6][C:5]([NH:9][CH:10]2[CH2:15][CH2:14][N:13]([C@H:16]3[CH2:21][CH2:20][C@H:19]([O:22][CH3:23])[CH2:18][CH2:17]3)[CH2:12][CH2:11]2)=[C:4]([N+:24]([O-])=O)[CH:3]=1.O.NN.